Dataset: Forward reaction prediction with 1.9M reactions from USPTO patents (1976-2016). Task: Predict the product of the given reaction. (1) Given the reactants [Cl:1][C:2]1[CH:3]=[CH:4][CH:5]=[C:6]2[C:11]=1[N:10]=[C:9]([C:12](O)=[O:13])[C:8]([C@@H:15]([N:17]1[C:25](=[O:26])[C:24]3[C:19](=[CH:20][CH:21]=[CH:22][CH:23]=3)[C:18]1=[O:27])[CH3:16])=[CH:7]2.C(=O)(O)[O-].[Na+].[C:33]([NH:36][NH2:37])(=[O:35])[CH3:34], predict the reaction product. The product is: [C:33]([NH:36][NH:37][C:12]([C:9]1[C:8]([C@@H:15]([N:17]2[C:18](=[O:27])[C:19]3[C:24](=[CH:23][CH:22]=[CH:21][CH:20]=3)[C:25]2=[O:26])[CH3:16])=[CH:7][C:6]2[C:11](=[C:2]([Cl:1])[CH:3]=[CH:4][CH:5]=2)[N:10]=1)=[O:13])(=[O:35])[CH3:34]. (2) Given the reactants [Cl:1][C:2]1[CH:7]=[C:6]([F:8])[C:5]([N:9]2[C:14](=[O:15])[CH:13]=[C:12]([C:16]([F:19])([F:18])[F:17])[N:11]([CH3:20])[C:10]2=[O:21])=[CH:4][C:3]=1[S:22]([N:25]=[C:26]=[O:27])(=[O:24])=[O:23].[CH2:28]([OH:35])[C:29]1[CH:34]=[CH:33][CH:32]=[CH:31][CH:30]=1, predict the reaction product. The product is: [CH2:28]([O:35][C:26](=[O:27])[NH:25][S:22]([C:3]1[CH:4]=[C:5]([N:9]2[C:14](=[O:15])[CH:13]=[C:12]([C:16]([F:19])([F:18])[F:17])[N:11]([CH3:20])[C:10]2=[O:21])[C:6]([F:8])=[CH:7][C:2]=1[Cl:1])(=[O:24])=[O:23])[C:29]1[CH:34]=[CH:33][CH:32]=[CH:31][CH:30]=1.